Regression. Given two drug SMILES strings and cell line genomic features, predict the synergy score measuring deviation from expected non-interaction effect. From a dataset of NCI-60 drug combinations with 297,098 pairs across 59 cell lines. (1) Drug 1: CCC1=CC2CC(C3=C(CN(C2)C1)C4=CC=CC=C4N3)(C5=C(C=C6C(=C5)C78CCN9C7C(C=CC9)(C(C(C8N6C)(C(=O)OC)O)OC(=O)C)CC)OC)C(=O)OC.C(C(C(=O)O)O)(C(=O)O)O. Synergy scores: CSS=52.9, Synergy_ZIP=7.26, Synergy_Bliss=8.06, Synergy_Loewe=6.05, Synergy_HSA=10.6. Drug 2: C1CC(C1)(C(=O)O)C(=O)O.[NH2-].[NH2-].[Pt+2]. Cell line: SK-MEL-5. (2) Drug 1: CN1CCC(CC1)COC2=C(C=C3C(=C2)N=CN=C3NC4=C(C=C(C=C4)Br)F)OC. Drug 2: C1C(C(OC1N2C=C(C(=O)NC2=O)F)CO)O. Cell line: SK-OV-3. Synergy scores: CSS=37.0, Synergy_ZIP=-3.29, Synergy_Bliss=-1.52, Synergy_Loewe=-9.71, Synergy_HSA=1.83. (3) Drug 1: CN(CCCl)CCCl.Cl. Drug 2: CC(C)CN1C=NC2=C1C3=CC=CC=C3N=C2N. Cell line: U251. Synergy scores: CSS=26.4, Synergy_ZIP=-2.51, Synergy_Bliss=-1.88, Synergy_Loewe=-0.152, Synergy_HSA=-0.319. (4) Drug 1: CN(CC1=CN=C2C(=N1)C(=NC(=N2)N)N)C3=CC=C(C=C3)C(=O)NC(CCC(=O)O)C(=O)O. Drug 2: CC1=C(C(CCC1)(C)C)C=CC(=CC=CC(=CC(=O)O)C)C. Cell line: MDA-MB-435. Synergy scores: CSS=38.9, Synergy_ZIP=0.887, Synergy_Bliss=-3.88, Synergy_Loewe=-5.94, Synergy_HSA=-3.11. (5) Synergy scores: CSS=7.76, Synergy_ZIP=0.129, Synergy_Bliss=3.96, Synergy_Loewe=1.07, Synergy_HSA=3.99. Cell line: 786-0. Drug 2: C1C(C(OC1N2C=NC3=C(N=C(N=C32)Cl)N)CO)O. Drug 1: CC1=C(C=C(C=C1)NC2=NC=CC(=N2)N(C)C3=CC4=NN(C(=C4C=C3)C)C)S(=O)(=O)N.Cl. (6) Drug 1: CC1=CC2C(CCC3(C2CCC3(C(=O)C)OC(=O)C)C)C4(C1=CC(=O)CC4)C. Drug 2: CC(C)NC(=O)C1=CC=C(C=C1)CNNC.Cl. Cell line: 786-0. Synergy scores: CSS=-0.963, Synergy_ZIP=1.53, Synergy_Bliss=1.90, Synergy_Loewe=-0.426, Synergy_HSA=-0.148. (7) Drug 1: C1=NC2=C(N=C(N=C2N1C3C(C(C(O3)CO)O)O)F)N. Drug 2: C(CCl)NC(=O)N(CCCl)N=O. Cell line: RXF 393. Synergy scores: CSS=53.2, Synergy_ZIP=6.66, Synergy_Bliss=4.89, Synergy_Loewe=-18.4, Synergy_HSA=1.19. (8) Drug 1: CC1CCC2CC(C(=CC=CC=CC(CC(C(=O)C(C(C(=CC(C(=O)CC(OC(=O)C3CCCCN3C(=O)C(=O)C1(O2)O)C(C)CC4CCC(C(C4)OC)OP(=O)(C)C)C)C)O)OC)C)C)C)OC. Drug 2: CNC(=O)C1=NC=CC(=C1)OC2=CC=C(C=C2)NC(=O)NC3=CC(=C(C=C3)Cl)C(F)(F)F. Cell line: HT29. Synergy scores: CSS=66.3, Synergy_ZIP=2.83, Synergy_Bliss=2.92, Synergy_Loewe=6.87, Synergy_HSA=7.99. (9) Drug 1: C1=C(C(=O)NC(=O)N1)F. Drug 2: CC(C1=C(C=CC(=C1Cl)F)Cl)OC2=C(N=CC(=C2)C3=CN(N=C3)C4CCNCC4)N. Cell line: RXF 393. Synergy scores: CSS=28.7, Synergy_ZIP=-10.5, Synergy_Bliss=-3.40, Synergy_Loewe=-2.40, Synergy_HSA=-2.27.